This data is from Full USPTO retrosynthesis dataset with 1.9M reactions from patents (1976-2016). The task is: Predict the reactants needed to synthesize the given product. (1) The reactants are: Br[C:2]1[S:10][C:9]2[C:8]([Cl:11])=[N:7][CH:6]=[N:5][C:4]=2[CH:3]=1.[CH3:12][N:13]1[CH:17]=[C:16](B2OC(C)(C)C(C)(C)O2)[C:15]([CH3:27])=[N:14]1.C(=O)([O-])[O-].[K+].[K+]. Given the product [Cl:11][C:8]1[C:9]2[S:10][C:2]([C:16]3[C:15]([CH3:27])=[N:14][N:13]([CH3:12])[CH:17]=3)=[CH:3][C:4]=2[N:5]=[CH:6][N:7]=1, predict the reactants needed to synthesize it. (2) Given the product [CH2:8]([NH:7][CH:6]([CH2:5][CH:1]1[CH2:4][CH2:3][CH2:2]1)[C:22]([O:26][CH2:27][CH3:28])([O:23][CH2:24][CH3:25])[C:21]([O:29][CH2:30][CH3:31])=[O:20])[C:9]1[CH:10]=[CH:11][CH:12]=[CH:13][CH:14]=1, predict the reactants needed to synthesize it. The reactants are: [CH:1]1([CH2:5][CH:6]=[N:7][CH2:8][C:9]2[CH:14]=[CH:13][CH:12]=[CH:11][CH:10]=2)[CH2:4][CH2:3][CH2:2]1.[Mg+2].[Br-].[Br-].C[Si](C)(C)[O:20][C:21]([O:29][CH2:30][CH3:31])=[C:22]([O:26][CH2:27][CH3:28])[O:23][CH2:24][CH3:25].C1CCCCC1.C(OCC)(=O)C. (3) Given the product [CH3:1][N:2]([CH3:19])[C:3](=[O:18])[C@H:4]([O:6][C:7]1[CH:16]=[CH:15][CH:14]=[C:13]2[C:8]=1[C:9]([NH:59][C:55]1[CH:54]=[C:53]3[C:58](=[CH:57][CH:56]=1)[N:50]([CH2:49][C:47]1[N:46]=[CH:45][S:44][CH:48]=1)[N:51]=[CH:52]3)=[N:10][CH:11]=[N:12]2)[CH3:5], predict the reactants needed to synthesize it. The reactants are: [CH3:1][N:2]([CH3:19])[C:3](=[O:18])[C@H:4]([O:6][C:7]1[CH:16]=[CH:15][CH:14]=[C:13]2[C:8]=1[C:9](=O)[NH:10][CH:11]=[N:12]2)[CH3:5].C1(P(C2C=CC=CC=2)C2C=CC=CC=2)C=CC=CC=1.C(Cl)(Cl)(Cl)Cl.[S:44]1[CH:48]=[C:47]([CH2:49][N:50]2[C:58]3[C:53](=[CH:54][C:55]([NH2:59])=[CH:56][CH:57]=3)[CH:52]=[N:51]2)[N:46]=[CH:45]1.